Predict which catalyst facilitates the given reaction. From a dataset of Catalyst prediction with 721,799 reactions and 888 catalyst types from USPTO. Reactant: N1C2C(=NC=CC=2)N([O:10][C:11]2[C:12]3[CH:19]=[CH:18][S:17][C:13]=3[N:14]=[CH:15][N:16]=2)N=1.[C:20]1(B(O)O)[CH:25]=[CH:24][CH:23]=[CH:22][CH:21]=1.C([O-])([O-])=O.[Cs+].[Cs+]. Product: [O:10]([C:11]1[C:12]2[CH:19]=[CH:18][S:17][C:13]=2[N:14]=[CH:15][N:16]=1)[C:20]1[CH:25]=[CH:24][CH:23]=[CH:22][CH:21]=1. The catalyst class is: 104.